Dataset: Reaction yield outcomes from USPTO patents with 853,638 reactions. Task: Predict the reaction yield, written as a fraction of the theoretical maximum amount of product (1.0 means a 100% yield; for example, 0.34 means a 34% yield). (1) The reactants are [N:1]([C:4]1[N:9]=[C:8]([O:10][CH2:11][C:12]([F:15])([F:14])[F:13])[C:7](Cl)=[C:6]([O:17][CH2:18][C:19]([F:22])([F:21])[F:20])[C:5]=1[F:23])=[N+]=[N-]. The catalyst is [Pd].CCO. The product is [NH2:1][C:4]1[C:5]([F:23])=[C:6]([O:17][CH2:18][C:19]([F:21])([F:22])[F:20])[CH:7]=[C:8]([O:10][CH2:11][C:12]([F:15])([F:13])[F:14])[N:9]=1. The yield is 0.620. (2) The yield is 0.450. The reactants are [F:1][C:2]1[C:7]([OH:8])=[CH:6][CH:5]=[C:4]([F:9])[C:3]=1[NH:10][C:11](=O)[C:12]1[CH:17]=[C:16]([C:18]2[CH:23]=[C:22]([F:24])[CH:21]=[C:20]([F:25])[CH:19]=2)[CH:15]=[C:14]([CH3:26])[C:13]=1[CH3:27]. The catalyst is C1COCC1. The product is [F:24][C:22]1[CH:23]=[C:18]([C:16]2[CH:15]=[C:14]([CH3:26])[C:13]([CH3:27])=[C:12]([CH2:11][NH:10][C:3]3[C:2]([F:1])=[C:7]([OH:8])[CH:6]=[CH:5][C:4]=3[F:9])[CH:17]=2)[CH:19]=[C:20]([F:25])[CH:21]=1. (3) The yield is 0.860. The reactants are [CH3:1][N:2]1[CH2:7][CH2:6][NH:5][CH2:4][CH2:3]1.Cl.Cl[CH:10]([C:15]1[C:16](=[O:24])[C:17]([OH:23])=[C:18]([CH2:21][CH3:22])[NH:19][CH:20]=1)[C:11]([F:14])([F:13])[F:12]. The product is [CH2:21]([C:18]1[NH:19][CH:20]=[C:15]([CH:10]([N:5]2[CH2:6][CH2:7][N:2]([CH3:1])[CH2:3][CH2:4]2)[C:11]([F:14])([F:13])[F:12])[C:16](=[O:24])[C:17]=1[OH:23])[CH3:22]. The catalyst is CC#N. (4) The reactants are [Cl:1][C:2]1[CH:10]=[CH:9][C:8]([C:11]([F:14])([F:13])[F:12])=[CH:7][C:3]=1[C:4]([OH:6])=[O:5].[N+:15]([O-])([O-:17])=[O:16].[K+]. The product is [Cl:1][C:2]1[C:10]([N+:15]([O-:17])=[O:16])=[CH:9][C:8]([C:11]([F:12])([F:13])[F:14])=[CH:7][C:3]=1[C:4]([OH:6])=[O:5]. The yield is 0.900. The catalyst is OS(O)(=O)=O. (5) The reactants are [I:1][C:2]1[CH:23]=[CH:22][C:5]2[N:6]([CH2:9][C:10]3[CH:21]=[CH:20][C:13]4[N:14]=[C:15](S(C)=O)[S:16][C:12]=4[CH:11]=3)[CH:7]=[N:8][C:4]=2[CH:3]=1.Cl.[NH2:25][C@@H:26]1[CH2:31][CH2:30][CH2:29][C@@H:28]([OH:32])[C@H:27]1[OH:33].CCN(C(C)C)C(C)C. The catalyst is CC(N(C)C)=O. The product is [I:1][C:2]1[CH:23]=[CH:22][C:5]2[N:6]([CH2:9][C:10]3[CH:21]=[CH:20][C:13]4[N:14]=[C:15]([NH:25][C@@H:26]5[CH2:31][CH2:30][CH2:29][C@@H:28]([OH:32])[C@H:27]5[OH:33])[S:16][C:12]=4[CH:11]=3)[CH:7]=[N:8][C:4]=2[CH:3]=1. The yield is 0.320. (6) The reactants are [CH3:1][O:2][C:3]1[CH:42]=[CH:41][C:6]([CH2:7][N:8]2[C:12]3=[N:13][CH:14]=[CH:15][C:16]([O:17][C:18]4[CH:23]=[CH:22][C:21]([NH2:24])=[CH:20][C:19]=4[F:25])=[C:11]3[C:10]([N:26]3[CH2:30][CH:29]4[CH2:31][N:32]([C:34]([O:36][C:37]([CH3:40])([CH3:39])[CH3:38])=[O:35])[CH2:33][CH:28]4[CH2:27]3)=[N:9]2)=[CH:5][CH:4]=1.[F:43][C:44]1[CH:49]=[CH:48][C:47]([N:50]2[C:55](=[O:56])[C:54]([C:57](O)=[O:58])=[CH:53][CH:52]=[N:51]2)=[CH:46][CH:45]=1.Cl.C(N=C=NCCCN(C)C)C.N1(O)C2C=CC=CC=2N=N1.C(N(C(C)C)C(C)C)C. The catalyst is CN(C=O)C. The product is [F:25][C:19]1[CH:20]=[C:21]([NH:24][C:57]([C:54]2[C:55](=[O:56])[N:50]([C:47]3[CH:48]=[CH:49][C:44]([F:43])=[CH:45][CH:46]=3)[N:51]=[CH:52][CH:53]=2)=[O:58])[CH:22]=[CH:23][C:18]=1[O:17][C:16]1[CH:15]=[CH:14][N:13]=[C:12]2[N:8]([CH2:7][C:6]3[CH:5]=[CH:4][C:3]([O:2][CH3:1])=[CH:42][CH:41]=3)[N:9]=[C:10]([N:26]3[CH2:30][CH:29]4[CH2:31][N:32]([C:34]([O:36][C:37]([CH3:39])([CH3:38])[CH3:40])=[O:35])[CH2:33][CH:28]4[CH2:27]3)[C:11]=12. The yield is 0.689. (7) The reactants are [F:1][C:2]1[CH:7]=[CH:6][CH:5]=[CH:4][C:3]=1[C:8]1[CH:13]=[CH:12][N:11]=[C:10]([NH2:14])[C:9]=1[N+:15]([O-])=O. The catalyst is CO.[Pd]. The product is [F:1][C:2]1[CH:7]=[CH:6][CH:5]=[CH:4][C:3]=1[C:8]1[CH:13]=[CH:12][N:11]=[C:10]([NH2:14])[C:9]=1[NH2:15]. The yield is 0.636. (8) The reactants are [C:12]([O:11][C:9](O[C:9]([O:11][C:12]([CH3:15])([CH3:14])[CH3:13])=[O:10])=[O:10])([CH3:15])([CH3:14])[CH3:13].[NH2:16][CH2:17][C:18]1[NH:19][CH:20]=[C:21]([C:23]([OH:25])=[O:24])[N:22]=1.CCN(C(C)C)C(C)C.[OH-].[Na+]. The catalyst is O1CCOCC1.O. The product is [C:12]([O:11][C:9]([NH:16][CH2:17][C:18]1[NH:19][CH:20]=[C:21]([C:23]([OH:25])=[O:24])[N:22]=1)=[O:10])([CH3:13])([CH3:14])[CH3:15]. The yield is 0.910. (9) The reactants are [N:1]1[C:2]([CH2:10][N:11]([CH:24]2[C:33]3[N:32]=[CH:31][CH:30]=[CH:29][C:28]=3[CH2:27][CH2:26][CH2:25]2)[CH2:12][CH2:13][CH2:14][CH2:15][NH:16]C(=O)OC(C)(C)C)=[CH:3][N:4]2[CH:9]=[CH:8][CH:7]=[CH:6][C:5]=12.FC(F)(F)C(O)=O. The catalyst is ClCCl. The product is [N:1]1[C:2]([CH2:10][N:11]([CH:24]2[C:33]3[N:32]=[CH:31][CH:30]=[CH:29][C:28]=3[CH2:27][CH2:26][CH2:25]2)[CH2:12][CH2:13][CH2:14][CH2:15][NH2:16])=[CH:3][N:4]2[CH:9]=[CH:8][CH:7]=[CH:6][C:5]=12. The yield is 0.900.